Dataset: Full USPTO retrosynthesis dataset with 1.9M reactions from patents (1976-2016). Task: Predict the reactants needed to synthesize the given product. (1) Given the product [CH2:9]([N:16]1[C:24]([C:25]2[CH:26]=[CH:27][C:28]([CH2:29][OH:30])=[CH:34][CH:35]=2)=[C:23]2[C:18]([CH:19]=[CH:20][CH:21]=[CH:22]2)=[N:17]1)[C:10]1[CH:11]=[CH:12][CH:13]=[CH:14][CH:15]=1, predict the reactants needed to synthesize it. The reactants are: [BH4-].[Ca+2].[BH4-].[Cl-].[Ca+2].[Cl-].[BH4-].[Na+].[CH2:9]([N:16]1[C:24]([C:25]2[CH:35]=[CH:34][C:28]([C:29](OCC)=[O:30])=[CH:27][CH:26]=2)=[C:23]2[C:18]([CH:19]=[CH:20][CH:21]=[CH:22]2)=[N:17]1)[C:10]1[CH:15]=[CH:14][CH:13]=[CH:12][CH:11]=1. (2) Given the product [Br:1][C:2]1[CH:7]=[CH:6][C:5]([C:8]2([C:11]([OH:19])=[O:14])[CH2:10][CH2:9]2)=[C:4]([F:13])[CH:3]=1, predict the reactants needed to synthesize it. The reactants are: [Br:1][C:2]1[CH:7]=[CH:6][C:5]([C:8]2([C:11]#N)[CH2:10][CH2:9]2)=[C:4]([F:13])[CH:3]=1.[OH-:14].[K+].Cl.C([OH:19])C.